From a dataset of Reaction yield outcomes from USPTO patents with 853,638 reactions. Predict the reaction yield, written as a fraction of the theoretical maximum amount of product (1.0 means a 100% yield; for example, 0.34 means a 34% yield). (1) The reactants are [CH2:1]([O:8][C@@H:9]1[C@@:15]([CH2:25][O:26][S:27]([CH3:30])(=[O:29])=[O:28])([CH2:16][O:17][CH2:18][C:19]2[CH:24]=[CH:23][CH:22]=[CH:21][CH:20]=2)[O:14][C@H:11]([O:12][CH3:13])[C@@H:10]1[OH:31])[C:2]1[CH:7]=[CH:6][CH:5]=[CH:4][CH:3]=1.[C:32](OC(=O)C)(=[O:34])[CH3:33]. The catalyst is N1C=CC=CC=1. The product is [C:32]([O:31][C@@H:10]1[C@H:9]([O:8][CH2:1][C:2]2[CH:3]=[CH:4][CH:5]=[CH:6][CH:7]=2)[C@@:15]([CH2:25][O:26][S:27]([CH3:30])(=[O:29])=[O:28])([CH2:16][O:17][CH2:18][C:19]2[CH:20]=[CH:21][CH:22]=[CH:23][CH:24]=2)[O:14][CH:11]1[O:12][CH3:13])(=[O:34])[CH3:33]. The yield is 1.00. (2) The reactants are [CH:1]([CH:4]1[C:9]([O:10][CH3:11])=[N:8][CH2:7][C:6]([O:12][CH3:13])=[N:5]1)([CH3:3])[CH3:2].C([Li])CCC.I[CH2:20][CH2:21][C:22]([F:25])([F:24])[F:23]. The catalyst is C1COCC1.C(OCC)(=O)C. The product is [CH:1]([CH:4]1[C:9]([O:10][CH3:11])=[N:8][CH:7]([CH2:20][CH2:21][C:22]([F:25])([F:24])[F:23])[C:6]([O:12][CH3:13])=[N:5]1)([CH3:3])[CH3:2]. The yield is 0.590.